Dataset: Reaction yield outcomes from USPTO patents with 853,638 reactions. Task: Predict the reaction yield, written as a fraction of the theoretical maximum amount of product (1.0 means a 100% yield; for example, 0.34 means a 34% yield). (1) The reactants are [CH2:1]([O:4][C:5]1[C:6]([Cl:20])=[C:7]([C:12]([C:14]2[CH:19]=[CH:18][CH:17]=[CH:16][CH:15]=2)=O)[CH:8]=[C:9]([Br:11])[CH:10]=1)[CH:2]=[CH2:3].C([SiH](CC)CC)C.OS(C(F)(F)F)(=O)=O. The catalyst is C(O)(C(F)(F)F)=O. The product is [CH2:1]([O:4][C:5]1[CH:10]=[C:9]([Br:11])[CH:8]=[C:7]([CH2:12][C:14]2[CH:19]=[CH:18][CH:17]=[CH:16][CH:15]=2)[C:6]=1[Cl:20])[CH:2]=[CH2:3]. The yield is 0.801. (2) The reactants are [OH:1][C:2]1[CH:10]=[CH:9][C:5]([C:6]([OH:8])=[O:7])=[CH:4][C:3]=1[N+:11]([O-:13])=[O:12].[Si](C=[N+]=[N-])(C)(C)[CH3:15]. The catalyst is C1C=CC=CC=1.CO. The product is [N+:11]([C:3]1[CH:4]=[C:5]([CH:9]=[CH:10][C:2]=1[OH:1])[C:6]([O:8][CH3:15])=[O:7])([O-:13])=[O:12]. The yield is 0.750. (3) The reactants are O[C:2]1[C:9]([N+:10]([O-:12])=[O:11])=[C:8]([CH3:13])[C:5]([C:6]#[N:7])=[C:4]([CH3:14])[N:3]=1.P(Cl)(Cl)([Cl:17])=O. The catalyst is O. The product is [Cl:17][C:2]1[C:9]([N+:10]([O-:12])=[O:11])=[C:8]([CH3:13])[C:5]([C:6]#[N:7])=[C:4]([CH3:14])[N:3]=1. The yield is 0.660. (4) The reactants are [OH:1][C@H:2]([C:5]1[CH:6]=[C:7]([CH:15]=[C:16]([C:18]([F:21])([F:20])[F:19])[CH:17]=1)[C:8]([O:10][C:11]([CH3:14])([CH3:13])[CH3:12])=[O:9])[CH2:3][OH:4].[Si:22](Cl)([C:25]([CH3:28])([CH3:27])[CH3:26])([CH3:24])[CH3:23].N1C=CN=C1.O. The catalyst is CN(C=O)C. The product is [Si:22]([O:4][CH2:3][C@@H:2]([C:5]1[CH:6]=[C:7]([CH:15]=[C:16]([C:18]([F:19])([F:20])[F:21])[CH:17]=1)[C:8]([O:10][C:11]([CH3:14])([CH3:12])[CH3:13])=[O:9])[OH:1])([C:25]([CH3:28])([CH3:27])[CH3:26])([CH3:24])[CH3:23]. The yield is 0.859. (5) The reactants are [Cl:1][C:2]1[CH:7]=[CH:6][C:5]([C:8]([CH3:13])([CH3:12])C(Cl)=O)=[CH:4][CH:3]=1.[N-:14]=[N+]=[N-].[Na+].C[C:19](C)=[O:20]. The catalyst is O. The product is [Cl:1][C:2]1[CH:3]=[CH:4][C:5]([C:8]([N:14]=[C:19]=[O:20])([CH3:12])[CH3:13])=[CH:6][CH:7]=1. The yield is 0.960. (6) The reactants are Br[C:2]1[CH:7]=[CH:6][C:5]2[C:8]3([CH2:23][O:24][C:4]=2[CH:3]=1)[C:16]1[C:11](=[CH:12][CH:13]=[CH:14][CH:15]=1)[N:10]([CH2:17][CH2:18][CH2:19][CH2:20][CH3:21])[C:9]3=[O:22].[CH3:25][S:26]([O-:28])=[O:27].[Na+].N1CCC[C@H]1C(O)=O. The catalyst is CS(C)=O.O.[Cu](I)I. The product is [CH3:25][S:26]([C:2]1[CH:7]=[CH:6][C:5]2[C:8]3([CH2:23][O:24][C:4]=2[CH:3]=1)[C:16]1[C:11](=[CH:12][CH:13]=[CH:14][CH:15]=1)[N:10]([CH2:17][CH2:18][CH2:19][CH2:20][CH3:21])[C:9]3=[O:22])(=[O:28])=[O:27]. The yield is 0.460. (7) The reactants are [NH:1]1[C:5]2[CH:6]=[CH:7][C:8]([C:10]([N:12]3[C@@H:21]4[C@@H:16]([C:17]5[CH:25]=[CH:24][C:23]([C:26]([OH:28])=O)=[CH:22][C:18]=5[CH2:19][CH2:20]4)[CH2:15][CH2:14][CH2:13]3)=[O:11])=[CH:9][C:4]=2[N:3]=[CH:2]1.[CH3:29][NH2:30]. No catalyst specified. The product is [CH3:29][NH:30][C:26]([C:23]1[CH:24]=[CH:25][C:17]2[C@@H:16]3[C@H:21]([CH2:20][CH2:19][C:18]=2[CH:22]=1)[N:12]([C:10]([C:8]1[CH:7]=[CH:6][C:5]2[NH:1][CH:2]=[N:3][C:4]=2[CH:9]=1)=[O:11])[CH2:13][CH2:14][CH2:15]3)=[O:28]. The yield is 0.750.